This data is from NCI-60 drug combinations with 297,098 pairs across 59 cell lines. The task is: Regression. Given two drug SMILES strings and cell line genomic features, predict the synergy score measuring deviation from expected non-interaction effect. (1) Drug 1: COC1=CC(=CC(=C1O)OC)C2C3C(COC3=O)C(C4=CC5=C(C=C24)OCO5)OC6C(C(C7C(O6)COC(O7)C8=CC=CS8)O)O. Drug 2: CC1C(C(=O)NC(C(=O)N2CCCC2C(=O)N(CC(=O)N(C(C(=O)O1)C(C)C)C)C)C(C)C)NC(=O)C3=C4C(=C(C=C3)C)OC5=C(C(=O)C(=C(C5=N4)C(=O)NC6C(OC(=O)C(N(C(=O)CN(C(=O)C7CCCN7C(=O)C(NC6=O)C(C)C)C)C)C(C)C)C)N)C. Cell line: IGROV1. Synergy scores: CSS=37.9, Synergy_ZIP=-1.03, Synergy_Bliss=3.70, Synergy_Loewe=2.89, Synergy_HSA=3.17. (2) Drug 1: CC=C1C(=O)NC(C(=O)OC2CC(=O)NC(C(=O)NC(CSSCCC=C2)C(=O)N1)C(C)C)C(C)C. Drug 2: C1=CC=C(C=C1)NC(=O)CCCCCCC(=O)NO. Cell line: PC-3. Synergy scores: CSS=54.1, Synergy_ZIP=-0.365, Synergy_Bliss=-1.42, Synergy_Loewe=-24.0, Synergy_HSA=0.739. (3) Drug 1: C1=CC=C(C(=C1)C(C2=CC=C(C=C2)Cl)C(Cl)Cl)Cl. Drug 2: CC12CCC3C(C1CCC2OP(=O)(O)O)CCC4=C3C=CC(=C4)OC(=O)N(CCCl)CCCl.[Na+]. Cell line: UACC-257. Synergy scores: CSS=10.9, Synergy_ZIP=-5.13, Synergy_Bliss=-3.47, Synergy_Loewe=-2.69, Synergy_HSA=-3.26. (4) Drug 1: C1CCN(CC1)CCOC2=CC=C(C=C2)C(=O)C3=C(SC4=C3C=CC(=C4)O)C5=CC=C(C=C5)O. Drug 2: CC(C)CN1C=NC2=C1C3=CC=CC=C3N=C2N. Cell line: TK-10. Synergy scores: CSS=-3.55, Synergy_ZIP=4.35, Synergy_Bliss=7.35, Synergy_Loewe=-1.62, Synergy_HSA=-0.787. (5) Drug 1: CCC(=C(C1=CC=CC=C1)C2=CC=C(C=C2)OCCN(C)C)C3=CC=CC=C3.C(C(=O)O)C(CC(=O)O)(C(=O)O)O. Cell line: OVCAR3. Synergy scores: CSS=-4.34, Synergy_ZIP=2.31, Synergy_Bliss=3.16, Synergy_Loewe=-0.652, Synergy_HSA=-1.54. Drug 2: C(=O)(N)NO. (6) Drug 1: CC=C1C(=O)NC(C(=O)OC2CC(=O)NC(C(=O)NC(CSSCCC=C2)C(=O)N1)C(C)C)C(C)C. Drug 2: C1CN(P(=O)(OC1)NCCCl)CCCl. Cell line: SK-MEL-28. Synergy scores: CSS=51.2, Synergy_ZIP=1.27, Synergy_Bliss=-1.32, Synergy_Loewe=-25.9, Synergy_HSA=-0.0590.